Dataset: Reaction yield outcomes from USPTO patents with 853,638 reactions. Task: Predict the reaction yield, written as a fraction of the theoretical maximum amount of product (1.0 means a 100% yield; for example, 0.34 means a 34% yield). (1) The product is [NH2:1][C:2]1[C:10]2[C:5](=[CH:6][CH:7]=[CH:8][CH:9]=2)[C:4]([C:18]2[CH:23]=[CH:22][C:21]([O:24][S:25]([CH3:28])(=[O:27])=[O:26])=[CH:20][CH:19]=2)([C:11]2[CH:16]=[CH:15][CH:14]=[C:13]([C:39]3[CH:38]=[N:37][CH:42]=[CH:41][CH:40]=3)[CH:12]=2)[N:3]=1. The catalyst is Cl[Pd](Cl)([P](C1C=CC=CC=1)(C1C=CC=CC=1)C1C=CC=CC=1)[P](C1C=CC=CC=1)(C1C=CC=CC=1)C1C=CC=CC=1.COCCOC.O.C(O)C. The reactants are [NH2:1][C:2]1[C:10]2[C:5](=[CH:6][CH:7]=[CH:8][CH:9]=2)[C:4]([C:18]2[CH:23]=[CH:22][C:21]([O:24][S:25]([CH3:28])(=[O:27])=[O:26])=[CH:20][CH:19]=2)([C:11]2[CH:16]=[CH:15][CH:14]=[C:13](Br)[CH:12]=2)[N:3]=1.P([O-])([O-])([O-])=O.[K+].[K+].[K+].[N:37]1[CH:42]=[CH:41][CH:40]=[C:39](B(O)O)[CH:38]=1.[Al]. The yield is 0.590. (2) The catalyst is CN(C=O)C.ClCCl.CO. The reactants are [ClH:1].[OH:2][C@H:3]1[CH2:7][NH:6][C@H:5]([C:8]([NH:10][CH2:11][C:12]2[CH:17]=[CH:16][C:15]([C:18]3[S:22][CH:21]=[N:20][C:19]=3[CH3:23])=[CH:14][CH:13]=2)=[O:9])[CH2:4]1.C(OC([NH:31][C@@H:32]([C:36]([CH3:39])([CH3:38])[CH3:37])[C:33](O)=[O:34])=O)(C)(C)C.CCN(C(C)C)C(C)C.CN(C(ON1N=NC2C=CC=NC1=2)=[N+](C)C)C.F[P-](F)(F)(F)(F)F.Cl.O1CCOCC1. The product is [ClH:1].[NH2:31][C@@H:32]([C:36]([CH3:39])([CH3:38])[CH3:37])[C:33]([N:6]1[CH2:7][C@H:3]([OH:2])[CH2:4][C@H:5]1[C:8]([NH:10][CH2:11][C:12]1[CH:13]=[CH:14][C:15]([C:18]2[S:22][CH:21]=[N:20][C:19]=2[CH3:23])=[CH:16][CH:17]=1)=[O:9])=[O:34]. The yield is 0.820. (3) The reactants are ClN1C(=O)CCC1=O.[F:9][C:10]([F:22])([F:21])[O:11][C:12]1[CH:20]=[CH:19][C:15]([CH:16]=[N:17][OH:18])=[CH:14][CH:13]=1.[NH2:23][C:24]1[CH:31]=[CH:30][C:27]([CH:28]=[CH2:29])=[CH:26][CH:25]=1.C(N(CC)CC)C. The catalyst is C(Cl)(Cl)Cl.N1C=CC=CC=1. The product is [F:9][C:10]([F:21])([F:22])[O:11][C:12]1[CH:20]=[CH:19][C:15]([C:16]2[CH2:29][CH:28]([C:27]3[CH:30]=[CH:31][C:24]([NH2:23])=[CH:25][CH:26]=3)[O:18][N:17]=2)=[CH:14][CH:13]=1. The yield is 0.610. (4) The reactants are [Cl:1][C:2]1[CH:7]=[CH:6][C:5]([S:8]([N:11]([CH2:21][C:22]2[CH:33]=[CH:32][C:25]([C:26]([NH:28][CH2:29][CH2:30][OH:31])=[O:27])=[CH:24][CH:23]=2)[C@H:12]([C:15]2[CH:20]=[CH:19][CH:18]=[CH:17][CH:16]=2)[CH2:13][CH3:14])(=[O:10])=[O:9])=[CH:4][CH:3]=1.[H-].[Na+].I[CH3:37]. The catalyst is C1COCC1. The product is [Cl:1][C:2]1[CH:7]=[CH:6][C:5]([S:8]([N:11]([CH2:21][C:22]2[CH:23]=[CH:24][C:25]([C:26]([NH:28][CH2:29][CH2:30][O:31][CH3:37])=[O:27])=[CH:32][CH:33]=2)[C@H:12]([C:15]2[CH:20]=[CH:19][CH:18]=[CH:17][CH:16]=2)[CH2:13][CH3:14])(=[O:9])=[O:10])=[CH:4][CH:3]=1. The yield is 0.420. (5) The reactants are C(OC([N:8]1[CH2:13][CH2:12][N:11]([C:14]2[C:23]([O:24][CH3:25])=[C:22]3[C:17]([C:18](=[O:53])[C:19]([C:29]([O:31][CH2:32][C:33](=[O:52])[NH:34][CH:35]([P:44]([O:49]CC)([O:46]CC)=[O:45])[P:36]([O:41]CC)([O:38]CC)=[O:37])=[O:30])=[CH:20][N:21]3[CH:26]3[CH2:28][CH2:27]3)=[CH:16][C:15]=2[F:54])[CH2:10][CH:9]1[CH3:55])=O)(C)(C)C.C(OC(N1CCC[C@H]2CN(C3C(OC)=C4C(C(=O)C(C(OCC(=O)NC(P(OCC)(OCC)=O)P(OCC)(OCC)=O)=O)=CN4C4CC4)=CC=3F)C[C@@H]12)=O)(C)(C)C. No catalyst specified. The product is [CH3:55][CH:9]1[NH:8][CH2:13][CH2:12][N:11]([C:14]2[C:23]([O:24][CH3:25])=[C:22]3[C:17]([C:18](=[O:53])[C:19]([C:29]([O:31][CH2:32][C:33](=[O:52])[NH:34][CH:35]([P:44]([OH:49])([OH:46])=[O:45])[P:36]([OH:38])([OH:41])=[O:37])=[O:30])=[CH:20][N:21]3[CH:26]3[CH2:28][CH2:27]3)=[CH:16][C:15]=2[F:54])[CH2:10]1. The yield is 0.750.